From a dataset of Reaction yield outcomes from USPTO patents with 853,638 reactions. Predict the reaction yield, written as a fraction of the theoretical maximum amount of product (1.0 means a 100% yield; for example, 0.34 means a 34% yield). (1) The product is [CH3:3][C:4]1[O:5][C:6]([C:9]2[CH:14]=[CH:13][C:12]([NH2:15])=[CH:11][CH:10]=2)=[N:7][N:8]=1. The reactants are [Cl-].[NH4+].[CH3:3][C:4]1[O:5][C:6]([C:9]2[CH:14]=[CH:13][C:12]([N+:15]([O-])=O)=[CH:11][CH:10]=2)=[N:7][N:8]=1. The catalyst is O.C1COCC1.[Zn]. The yield is 0.480. (2) The reactants are C(OC(=O)[CH:5]([C:16]#[N:17])[C:6]1[CH:7]=[N:8][C:9]([C:12](F)(F)F)=N[CH:11]=1)C.BrCC1CC1.[Na+].[I-].C1COCC1.[NH4+].[Cl-:32]. The catalyst is O1CCOCC1. The product is [Cl:32][C:12]1[CH:11]=[C:6]([CH2:5][C:16]#[N:17])[CH:7]=[N:8][CH:9]=1. The yield is 0.446.